This data is from Experimentally validated miRNA-target interactions with 360,000+ pairs, plus equal number of negative samples. The task is: Binary Classification. Given a miRNA mature sequence and a target amino acid sequence, predict their likelihood of interaction. (1) The miRNA is mmu-miR-717 with sequence CUCAGACAGAGAUACCUUCUCU. The protein sequence of the target gene is MGNSALRAHVETAQKTGVFQLKDRGLTEFPADLQKLTSNLRTIDLSNNKIESLPPLLIGKFTLLKSLSLNNNKLTVLPDEICNLKKLETLSLNNNHLRELPSTFGQLSALKTLSLSGNQLGALPPQLCSLRHLDVMDLSKNQIRSIPDSVGELQVIELNLNQNQISQISVKISCCPRLKILRLEENCLELSMLPQSILSDSQICLLAVEGNLFEIKKLRELEGYDKYMERFTATKKKFA. Result: 0 (no interaction). (2) The miRNA is hsa-miR-6753-5p with sequence CACCAGGGCAGAGCAGGGCUGA. The protein sequence of the target gene is MNSGAMRIHSKGHFQGGIQVKNEKNRPSLKSLKTDNRPEKSKCKPLWGKVFYLDLPSVTISEKLQKDIKDLGGRVEEFLSKDISYLISNKKEAKFAQTLGRISPVPSPESAYTAETTSPHPSHDGSSFKSPDTVCLSRGKLLVEKAIKDHDFIPSNSILSNALSWGVKILHIDDIRYYIEQKKKELYLLKKSSTSVRDGGKRVGSGAQKTRTGRLKKPFVKVEDMSQLYRPFYLQLTNMPFINYSIQKPCSPFDVDKPSSMQKQTQVKLRIQTDGDKYGGTSIQLQLKEKKKKGYCECCL.... Result: 0 (no interaction). (3) The miRNA is hsa-miR-520a-5p with sequence CUCCAGAGGGAAGUACUUUCU. The protein sequence of the target gene is MDPGWGQRDVGWAALLILFAASLLTVFAWLLQYARGLWLARARGDRGPGPALAGEPAGSLRELGVWRSLLRLRATRAGAAEEPGVRGLLASLFAFKSFRENWQRAWVRALNEQACRNGSSIQIAFEEVPQLPPRASISHVTCVDQSEHTMVLRCQLSAEEVRFPVSVTQQSPAAVSMETYHVTLTLPPTQLEVNLEEIPGEGLLISWAFTDRPDLSLTVLPKLQARERGEEQVELSTIEELIKDAIVSTQPAMMVNLRACSAPGGLVPSEKPPMMPQAQPAIPRPNRLFLRQLRASHLGN.... Result: 1 (interaction).